This data is from Reaction yield outcomes from USPTO patents with 853,638 reactions. The task is: Predict the reaction yield, written as a fraction of the theoretical maximum amount of product (1.0 means a 100% yield; for example, 0.34 means a 34% yield). (1) The reactants are Br[C:2]1[N:7]=[CH:6][C:5]2[CH:8]=[C:9]([C:18]3[CH:19]=[N:20][N:21]([C:23]([O:25][C:26]([CH3:29])([CH3:28])[CH3:27])=[O:24])[CH:22]=3)[N:10]([C:11]([O:13][C:14]([CH3:17])([CH3:16])[CH3:15])=[O:12])[C:4]=2[CH:3]=1.[CH3:30][O:31][C:32]1[CH:37]=[CH:36][CH:35]=[CH:34][C:33]=1[NH2:38]. No catalyst specified. The product is [C:26]([O:25][C:23]([N:21]1[CH:22]=[C:18]([C:9]2[N:10]([C:11]([O:13][C:14]([CH3:16])([CH3:15])[CH3:17])=[O:12])[C:4]3[CH:3]=[C:2]([NH:38][C:33]4[CH:34]=[CH:35][CH:36]=[CH:37][C:32]=4[O:31][CH3:30])[N:7]=[CH:6][C:5]=3[CH:8]=2)[CH:19]=[N:20]1)=[O:24])([CH3:28])([CH3:27])[CH3:29]. The yield is 0.480. (2) The reactants are C[O:2][C:3](=O)[CH2:4][C:5]([NH:7][C:8]1[CH:13]=[CH:12][C:11]([O:14][CH2:15][C:16]2[CH:21]=[CH:20][CH:19]=[C:18]([F:22])[CH:17]=2)=[CH:10][C:9]=1[F:23])=[O:6].[OH-].[NH4+:26]. No catalyst specified. The product is [F:23][C:9]1[CH:10]=[C:11]([O:14][CH2:15][C:16]2[CH:21]=[CH:20][CH:19]=[C:18]([F:22])[CH:17]=2)[CH:12]=[CH:13][C:8]=1[NH:7][C:5](=[O:6])[CH2:4][C:3]([NH2:26])=[O:2]. The yield is 0.870. (3) The reactants are Br[C:2]1[CH:3]=[C:4]2[C:9]3=[C:10]([CH2:12][CH2:13][N:8]3[C:7](=[O:14])[CH2:6][CH2:5]2)[CH:11]=1.[CH2:15]([Sn:19]([CH2:37][CH2:38][CH2:39][CH3:40])([CH2:33][CH2:34][CH2:35][CH3:36])[Sn:19]([CH2:33][CH2:34][CH2:35][CH3:36])([CH2:37][CH2:38][CH2:39][CH3:40])[CH2:15][CH2:16][CH2:17][CH3:18])[CH2:16][CH2:17][CH3:18]. The catalyst is C1C=CC([P]([Pd]([P](C2C=CC=CC=2)(C2C=CC=CC=2)C2C=CC=CC=2)([P](C2C=CC=CC=2)(C2C=CC=CC=2)C2C=CC=CC=2)[P](C2C=CC=CC=2)(C2C=CC=CC=2)C2C=CC=CC=2)(C2C=CC=CC=2)C2C=CC=CC=2)=CC=1.C1(C)C=CC=CC=1. The product is [CH2:37]([Sn:19]([CH2:15][CH2:16][CH2:17][CH3:18])([CH2:33][CH2:34][CH2:35][CH3:36])[C:2]1[CH:3]=[C:4]2[C:9]3=[C:10]([CH2:12][CH2:13][N:8]3[C:7](=[O:14])[CH2:6][CH2:5]2)[CH:11]=1)[CH2:38][CH2:39][CH3:40]. The yield is 0.450. (4) The reactants are C1(C)C(S([N:10]2[CH:14]=[CH:13][CH:12]=[C:11]2[C:15](=[O:36])[C:16]2[CH:21]=[C:20]([NH:22]C(=O)C(F)(F)F)[CH:19]=[C:18]([NH:29]C(=O)C(F)(F)F)[CH:17]=2)(=O)=O)=CC=CC=1.[OH-].[K+]. The catalyst is CCO. The product is [NH2:29][C:18]1[CH:17]=[C:16]([CH:21]=[C:20]([NH2:22])[CH:19]=1)[C:15]([C:11]1[NH:10][CH:14]=[CH:13][CH:12]=1)=[O:36]. The yield is 0.650. (5) The reactants are [OH:1][C:2]1[CH:11]=[CH:10][C:5]2[CH2:6][O:7][B:8]([OH:9])[C:4]=2[CH:3]=1.[H-].[Na+].Br[C:15]([CH3:22])([CH3:21])[C:16]([O:18][CH2:19][CH3:20])=[O:17].Cl. The catalyst is CN(C=O)C. The product is [CH2:19]([O:18][C:16](=[O:17])[C:15]([O:1][C:2]1[CH:11]=[CH:10][C:5]2[CH2:6][O:7][B:8]([OH:9])[C:4]=2[CH:3]=1)([CH3:22])[CH3:21])[CH3:20]. The yield is 0.610. (6) The reactants are [Si]([O:8][C:9]1[CH:18]=[CH:17][CH:16]=[C:15]2[C:10]=1[CH:11]=[CH:12][C:13]([NH:19][C:20]1[C:28]3[C:23](=[CH:24][N:25]=[CH:26][CH:27]=3)[O:22][C:21]=1[C:29](=O)[CH2:30][CH2:31][CH2:32][O:33][CH3:34])=[CH:14]2)(C(C)(C)C)(C)C.[NH2:36][NH2:37].O. The catalyst is C(O)C. The product is [N:36](=[C:29](/[C:21]1[O:22][C:23]2=[CH:24][N:25]=[CH:26][CH:27]=[C:28]2[C:20]=1[NH:19][C:13]1[CH:14]=[C:15]2[C:10](=[CH:11][CH:12]=1)[C:9]([OH:8])=[CH:18][CH:17]=[CH:16]2)\[CH2:30][CH2:31][CH2:32][O:33][CH3:34])\[NH2:37]. The yield is 0.730. (7) The reactants are [C:1]1(=[O:7])[O:6][C:4](=[O:5])[CH2:3][CH2:2]1.[CH3:8][O:9][C:10]1[CH:11]=[C:12]([C@H:20]2[C@H:29]3[C:30]([O:32][CH2:33][C@@H:28]3[C@@H:27]([OH:34])[C:26]3[CH:25]=[C:24]4[O:35][CH2:36][O:37][C:23]4=[CH:22][C:21]2=3)=[O:31])[CH:13]=[C:14]([O:18][CH3:19])[C:15]=1[O:16][CH3:17]. The catalyst is N1C=CC=CC=1. The product is [CH3:19][O:18][C:14]1[CH:13]=[C:12]([C@H:20]2[C@H:29]3[C:30]([O:32][CH2:33][C@@H:28]3[C@@H:27]([O:34][C:1]([CH2:2][CH2:3][C:4]([OH:6])=[O:5])=[O:7])[C:26]3[CH:25]=[C:24]4[O:35][CH2:36][O:37][C:23]4=[CH:22][C:21]2=3)=[O:31])[CH:11]=[C:10]([O:9][CH3:8])[C:15]=1[O:16][CH3:17]. The yield is 0.800. (8) The reactants are [CH3:1][O:2][C:3]1[CH:4]=[C:5]2[C:10](=[CH:11][C:12]=1[O:13][CH3:14])[N:9]=[CH:8][N:7]=[C:6]2[O:15][C:16]1[CH:17]=[C:18]([CH:20]=[CH:21][CH:22]=1)[NH2:19].[CH:23]([C:26]1[CH:30]=[C:29]([NH:31][C:32](=O)[O:33]C2C=CC=CC=2)[N:28]([C:41]2[CH:46]=[CH:45][CH:44]=[CH:43][CH:42]=2)[N:27]=1)([CH3:25])[CH3:24]. The catalyst is C1COCC1.CN(C1C=CN=CC=1)C. The product is [CH3:1][O:2][C:3]1[CH:4]=[C:5]2[C:10](=[CH:11][C:12]=1[O:13][CH3:14])[N:9]=[CH:8][N:7]=[C:6]2[O:15][C:16]1[CH:17]=[C:18]([NH:19][C:32]([NH:31][C:29]2[N:28]([C:41]3[CH:42]=[CH:43][CH:44]=[CH:45][CH:46]=3)[N:27]=[C:26]([CH:23]([CH3:25])[CH3:24])[CH:30]=2)=[O:33])[CH:20]=[CH:21][CH:22]=1. The yield is 0.600. (9) The reactants are Br[C:2]1[CH:3]=[CH:4][C:5]2[O:9][N:8]=[C:7]([CH:10]3[CH2:15][CH2:14][N:13]([C:16]([O:18][C:19]([CH3:22])([CH3:21])[CH3:20])=[O:17])[CH2:12][CH2:11]3)[C:6]=2[CH:23]=1.[C:24](=[NH:37])([C:31]1[CH:36]=[CH:35][CH:34]=[CH:33][CH:32]=1)[C:25]1[CH:30]=[CH:29][CH:28]=[CH:27][CH:26]=1.CC(C)([O-])C.[Na+].C1(P(C2C=CC=CC=2)C2C=CC3C(=CC=CC=3)C=2C2C3C(=CC=CC=3)C=CC=2P(C2C=CC=CC=2)C2C=CC=CC=2)C=CC=CC=1. The catalyst is C(=CC(C=CC1C=CC=CC=1)=O)C1C=CC=CC=1.[Pd].C1(C)C=CC=CC=1. The product is [C:25]1([C:24](=[N:37][C:2]2[CH:3]=[CH:4][C:5]3[O:9][N:8]=[C:7]([CH:10]4[CH2:15][CH2:14][N:13]([C:16]([O:18][C:19]([CH3:22])([CH3:21])[CH3:20])=[O:17])[CH2:12][CH2:11]4)[C:6]=3[CH:23]=2)[C:31]2[CH:32]=[CH:33][CH:34]=[CH:35][CH:36]=2)[CH:30]=[CH:29][CH:28]=[CH:27][CH:26]=1. The yield is 0.670.